From a dataset of Peptide-MHC class II binding affinity with 134,281 pairs from IEDB. Regression. Given a peptide amino acid sequence and an MHC pseudo amino acid sequence, predict their binding affinity value. This is MHC class II binding data. (1) The peptide sequence is QAATAGTTVYGAFAA. The MHC is HLA-DPA10103-DPB10401 with pseudo-sequence HLA-DPA10103-DPB10401. The binding affinity (normalized) is 0.129. (2) The peptide sequence is GKIASCLNDNANGYF. The MHC is DRB1_0901 with pseudo-sequence DRB1_0901. The binding affinity (normalized) is 0.395. (3) The peptide sequence is MYLGTCKTLTPLMSS. The MHC is DRB1_1302 with pseudo-sequence DRB1_1302. The binding affinity (normalized) is 0. (4) The peptide sequence is GITIKKTGQALVVGI. The MHC is HLA-DQA10102-DQB10502 with pseudo-sequence HLA-DQA10102-DQB10502. The binding affinity (normalized) is 0.0852. (5) The peptide sequence is SPWSWPDLDLKPGAA. The MHC is DRB3_0202 with pseudo-sequence DRB3_0202. The binding affinity (normalized) is 0.